Dataset: Forward reaction prediction with 1.9M reactions from USPTO patents (1976-2016). Task: Predict the product of the given reaction. (1) Given the reactants [F:1][C:2]1[CH:22]=[CH:21][C:5]([CH2:6][N:7]2[CH2:12][CH2:11][N:10]([C:13]([N:15]3[CH:19]=[CH:18][N:17]=[CH:16]3)=[O:14])[CH2:9][C:8]2=[O:20])=[CH:4][CH:3]=1.[I:23][CH3:24], predict the reaction product. The product is: [I-:23].[F:1][C:2]1[CH:22]=[CH:21][C:5]([CH2:6][N:7]2[CH2:12][CH2:11][N:10]([C:13]([N:15]3[CH:19]=[CH:18][N+:17]([CH3:24])=[CH:16]3)=[O:14])[CH2:9][C:8]2=[O:20])=[CH:4][CH:3]=1. (2) Given the reactants [NH2:1][C:2]1[CH:3]=[C:4]([NH:8][C:9](=[O:15])[O:10][C:11]([CH3:14])([CH3:13])[CH3:12])[CH:5]=[CH:6][CH:7]=1.C([O-])([O-])=O.[K+].[K+].[Na+].[I-].[CH2:24]([O:27][CH2:28][CH2:29]Cl)[CH2:25]Cl, predict the reaction product. The product is: [O:27]1[CH2:28][CH2:29][N:1]([C:2]2[CH:3]=[C:4]([NH:8][C:9](=[O:15])[O:10][C:11]([CH3:12])([CH3:14])[CH3:13])[CH:5]=[CH:6][CH:7]=2)[CH2:25][CH2:24]1. (3) Given the reactants [H-].[Na+].CS(C)=O.[NH2:7][C:8]1[CH:13]=[CH:12][C:11]([OH:14])=[CH:10][C:9]=1[O:15][CH3:16].Cl[C:18]1[C:27]2[C:22](=[CH:23][C:24]([O:30][CH3:31])=[C:25]([O:28][CH3:29])[CH:26]=2)[N:21]=[CH:20][N:19]=1, predict the reaction product. The product is: [CH3:29][O:28][C:25]1[CH:26]=[C:27]2[C:22](=[CH:23][C:24]=1[O:30][CH3:31])[N:21]=[CH:20][N:19]=[C:18]2[O:14][C:11]1[CH:12]=[CH:13][C:8]([NH2:7])=[C:9]([O:15][CH3:16])[CH:10]=1. (4) Given the reactants [Na].S(N[N:13]=[CH:14][C:15]1C=CC=C[C:16]=1[C:21]1[CH:26]=[CH:25][C:24]([F:27])=[CH:23][CH:22]=1)(C1C=CC(C)=CC=1)(=O)=O.C(N1[C:34](=[O:35])[C:33]2=[CH:36][CH:37]=[CH:38][CH:39]=[C:32]2[C:31]1=[O:40])=C.O1CCOCC1.CCOC(C)=O.CCCCCC, predict the reaction product. The product is: [F:27][C:24]1[CH:23]=[CH:22][C:21]([C@H:16]2[CH2:15][C@H:14]2[N:13]2[C:34](=[O:35])[C:33]3[C:32](=[CH:39][CH:38]=[CH:37][CH:36]=3)[C:31]2=[O:40])=[CH:26][CH:25]=1. (5) The product is: [Cl:45][C:39]1[C:40]([Cl:44])=[CH:41][CH:42]=[CH:43][C:38]=1[C@H:37]1[O:36][C:35](=[O:46])[NH:34][C@@H:33]1[C:29]1[CH:30]=[N:31][CH:32]=[C:27]([C:48]#[C:47][CH:49]2[CH2:52][C:51]([F:54])([F:53])[CH2:50]2)[CH:28]=1. Given the reactants CN(C)CC#CC1C=C([C@@H]2[C@@H](C3C=CC=C(F)C=3)OC(=O)N2)C=NC=1.Br[C:27]1[CH:28]=[C:29]([C@@H:33]2[C@@H:37]([C:38]3[CH:43]=[CH:42][CH:41]=[C:40]([Cl:44])[C:39]=3[Cl:45])[O:36][C:35](=[O:46])[NH:34]2)[CH:30]=[N:31][CH:32]=1.[C:47]([CH:49]1[CH2:52][C:51]([F:54])([F:53])[CH2:50]1)#[CH:48], predict the reaction product. (6) Given the reactants CC(OI1(OC(C)=O)(OC(C)=O)OC(=O)C2C=CC=CC1=2)=O.N1C=CC=CC=1.[OH:29][CH:30]=[C:31]1[C:35](=[CH:36][O:37][CH3:38])[O:34][N:33]=[C:32]1[C:39]1[CH:44]=[CH:43][C:42]([F:45])=[CH:41][CH:40]=1, predict the reaction product. The product is: [CH3:38][O:37][CH:36]=[C:35]1[O:34][NH:33][C:32]([C:39]2[CH:44]=[CH:43][C:42]([F:45])=[CH:41][CH:40]=2)=[C:31]1[CH:30]=[O:29].